This data is from Catalyst prediction with 721,799 reactions and 888 catalyst types from USPTO. The task is: Predict which catalyst facilitates the given reaction. (1) Product: [Br:1][C:2]1[CH:3]=[C:4]([O:12][C:13]2[CH:14]=[CH:15][CH:16]=[CH:17][CH:18]=2)[C:5]([NH:8][C:9]2[S:10][CH:20]=[C:21]([CH2:22][C:23]([O:29][CH3:30])([CH3:28])[C:24]([O:26][CH3:27])=[O:25])[N:11]=2)=[N:6][CH:7]=1. The catalyst class is: 1. Reactant: [Br:1][C:2]1[CH:3]=[C:4]([O:12][C:13]2[CH:18]=[CH:17][CH:16]=[CH:15][CH:14]=2)[C:5]([NH:8][C:9]([NH2:11])=[S:10])=[N:6][CH:7]=1.Br[CH2:20][C:21](=O)[CH2:22][C:23]([O:29][CH3:30])([CH3:28])[C:24]([O:26][CH3:27])=[O:25]. (2) Reactant: [F:1][C:2]1[C:24]([F:25])=[CH:23][CH:22]=[CH:21][C:3]=1[CH2:4][N:5]1[C:9]2=[N:10][C:11]([CH3:20])=[C:12]([C:15](OCC)=[O:16])[C:13]([I:14])=[C:8]2[CH:7]=[CH:6]1.CC(C[AlH]CC(C)C)C.O.[OH-].[Na+].O. Product: [F:1][C:2]1[C:24]([F:25])=[CH:23][CH:22]=[CH:21][C:3]=1[CH2:4][N:5]1[C:9]2=[N:10][C:11]([CH3:20])=[C:12]([CH2:15][OH:16])[C:13]([I:14])=[C:8]2[CH:7]=[CH:6]1. The catalyst class is: 4. (3) Reactant: [CH3:1][O:2][C:3]1[CH:28]=[CH:27][C:6]([CH2:7][NH:8][CH:9]([C:21]2[CH:26]=[CH:25][CH:24]=[CH:23][CH:22]=2)[C:10]([O:12][C@@H:13]2[CH:18]3[CH2:19][CH2:20][N:15]([CH2:16][CH2:17]3)[CH2:14]2)=[O:11])=[CH:5][CH:4]=1.Cl[CH2:30][C:31]([C:33]1[S:34][CH:35]=[CH:36][CH:37]=1)=[O:32]. Product: [CH:10]([O-:12])=[O:11].[CH:10]([O-:12])=[O:11].[CH3:1][O:2][C:3]1[CH:4]=[CH:5][C:6]([CH2:7][NH:8][CH:9]([C:21]2[CH:22]=[CH:23][CH:24]=[CH:25][CH:26]=2)[C:10]([O:12][C@@H:13]2[CH:18]3[CH2:17][CH2:16][N+:15]([CH2:30][C:31](=[O:32])[C:33]4[S:34][CH:35]=[CH:36][CH:37]=4)([CH2:20][CH2:19]3)[CH2:14]2)=[O:11])=[CH:27][CH:28]=1.[CH3:1][O:2][C:3]1[CH:4]=[CH:5][C:6]([CH2:7][NH:8][CH:9]([C:21]2[CH:22]=[CH:23][CH:24]=[CH:25][CH:26]=2)[C:10]([O:12][C@@H:13]2[CH:18]3[CH2:17][CH2:16][N+:15]([CH2:30][C:31]([C:33]4[S:34][CH:35]=[CH:36][CH:37]=4)=[O:32])([CH2:20][CH2:19]3)[CH2:14]2)=[O:11])=[CH:27][CH:28]=1. The catalyst class is: 13. (4) Reactant: [Br-].C([P+]([C:21]1[CH:26]=[CH:25][CH:24]=[CH:23][CH:22]=1)([C:21]1[CH:26]=[CH:25][CH:24]=[CH:23][CH:22]=1)[C:21]1[CH:26]=[CH:25][CH:24]=[CH:23][CH:22]=1)CCCCC.C[Si]([N-][Si](C)(C)C)(C)C.[K+].O=[CH:38][CH2:39][CH2:40][CH2:41][CH2:42][CH2:43][CH2:44][C:45]([O:47][CH3:48])=[O:46].S(=O)(=O)(O)O. Product: [C:45]([O:47][CH3:48])(=[O:46])[CH2:44][CH2:43][CH2:42][CH2:41][CH2:40][CH2:39]/[CH:38]=[CH:22]\[CH2:23][CH2:24][CH2:25][CH2:26][CH3:21]. The catalyst class is: 1. (5) Reactant: Cl[C:2]1[C:3]2[CH:10]=[CH:9][S:8][C:4]=2[N:5]=[CH:6][N:7]=1.[C:11]([O:15][C:16](=[O:24])[NH:17][CH:18]1[CH2:23][CH2:22][NH:21][CH2:20][CH2:19]1)([CH3:14])([CH3:13])[CH3:12].C(N(CC)CC)C. Product: [C:11]([O:15][C:16](=[O:24])[NH:17][CH:18]1[CH2:23][CH2:22][N:21]([C:2]2[C:3]3[CH:10]=[CH:9][S:8][C:4]=3[N:5]=[CH:6][N:7]=2)[CH2:20][CH2:19]1)([CH3:14])([CH3:12])[CH3:13]. The catalyst class is: 51. (6) Reactant: [CH:1]1([N:4]2[C:13]3[C:8](=[CH:9][C:10]([O:16]C)=[C:11]([O:14]C)[CH:12]=3)[C:7](=[O:18])[C:6]([C:19]([OH:21])=[O:20])=[CH:5]2)[CH2:3][CH2:2]1.B(Br)(Br)Br. Product: [CH:1]1([N:4]2[C:13]3[C:8](=[CH:9][C:10]([OH:16])=[C:11]([OH:14])[CH:12]=3)[C:7](=[O:18])[C:6]([C:19]([OH:21])=[O:20])=[CH:5]2)[CH2:2][CH2:3]1. The catalyst class is: 98. (7) Reactant: [CH:1]1([N:4]2[C:12]3[C:7](=[C:8]([O:40][CH3:41])[CH:9]=[C:10]([C:13]([N:15]4[CH2:20][CH2:19][C:18]5([CH2:29][C:28](=[O:30])[C:27]6[C:22](=[CH:23][CH:24]=[C:25]([C:31]7[CH:32]=[N:33][CH:34]=[C:35]([CH:39]=7)[C:36]([OH:38])=[O:37])[CH:26]=6)[O:21]5)[CH2:17][CH2:16]4)=[O:14])[CH:11]=3)[CH:6]=[CH:5]2)[CH2:3][CH2:2]1.[OH-].[Na+:43]. Product: [Na+:43].[CH:1]1([N:4]2[C:12]3[C:7](=[C:8]([O:40][CH3:41])[CH:9]=[C:10]([C:13]([N:15]4[CH2:16][CH2:17][C:18]5([CH2:29][C:28](=[O:30])[C:27]6[C:22](=[CH:23][CH:24]=[C:25]([C:31]7[CH:32]=[N:33][CH:34]=[C:35]([CH:39]=7)[C:36]([O-:38])=[O:37])[CH:26]=6)[O:21]5)[CH2:19][CH2:20]4)=[O:14])[CH:11]=3)[CH:6]=[CH:5]2)[CH2:2][CH2:3]1. The catalyst class is: 6.